Dataset: Full USPTO retrosynthesis dataset with 1.9M reactions from patents (1976-2016). Task: Predict the reactants needed to synthesize the given product. (1) Given the product [ClH:1].[ClH:1].[ClH:1].[CH3:2][N:3]1[CH2:4][CH2:5][CH:6]([N:9]2[CH2:14][CH2:13][N:12]([C:15](=[O:32])[CH2:16][O:17][CH2:18][CH:19]3[CH2:24][CH2:23][CH2:22][CH2:21][NH:20]3)[CH2:11][CH2:10]2)[CH2:7][CH2:8]1, predict the reactants needed to synthesize it. The reactants are: [ClH:1].[CH3:2][N:3]1[CH2:8][CH2:7][CH:6]([N:9]2[CH2:14][CH2:13][N:12]([C:15](=[O:32])[CH2:16][O:17][CH2:18][CH:19]3[CH2:24][CH2:23][CH2:22][CH2:21][N:20]3C(OC(C)(C)C)=O)[CH2:11][CH2:10]2)[CH2:5][CH2:4]1. (2) Given the product [CH:1]([O:4][C:5]1[CH:6]=[CH:7][C:8]([C:11]2[CH:16]=[CH:15][CH:14]=[C:13]([CH:17]3[C:26]([CH3:27])([CH3:28])[CH2:25][C:24]4[C:19](=[CH:20][CH:21]=[C:22]([C:29]([NH:38][S:35]([CH:32]5[CH2:34][CH2:33]5)(=[O:37])=[O:36])=[O:30])[CH:23]=4)[NH:18]3)[CH:12]=2)=[CH:9][CH:10]=1)([CH3:2])[CH3:3], predict the reactants needed to synthesize it. The reactants are: [CH:1]([O:4][C:5]1[CH:10]=[CH:9][C:8]([C:11]2[CH:16]=[CH:15][CH:14]=[C:13]([CH:17]3[C:26]([CH3:28])([CH3:27])[CH2:25][C:24]4[C:19](=[CH:20][CH:21]=[C:22]([C:29](O)=[O:30])[CH:23]=4)[NH:18]3)[CH:12]=2)=[CH:7][CH:6]=1)([CH3:3])[CH3:2].[CH:32]1([S:35]([NH2:38])(=[O:37])=[O:36])[CH2:34][CH2:33]1. (3) Given the product [C:1]([O:5][C:6]([N:8]1[CH2:12][CH2:11][C@H:10]([O:13][Si:14]([C:17]([CH3:18])([CH3:19])[CH3:20])([CH3:16])[CH3:15])[C@H:9]1[CH:21]([O:28][C:42]([O:41][C:38]1[CH:39]=[CH:40][CH:35]=[CH:36][CH:37]=1)=[S:43])[C:22]#[C:23][Si:24]([CH3:25])([CH3:26])[CH3:27])=[O:7])([CH3:4])([CH3:2])[CH3:3], predict the reactants needed to synthesize it. The reactants are: [C:1]([O:5][C:6]([N:8]1[CH2:12][CH2:11][C@H:10]([O:13][Si:14]([C:17]([CH3:20])([CH3:19])[CH3:18])([CH3:16])[CH3:15])[C@H:9]1[CH:21]([OH:28])[C:22]#[C:23][Si:24]([CH3:27])([CH3:26])[CH3:25])=[O:7])([CH3:4])([CH3:3])[CH3:2].N1C=CC=CC=1.[CH:35]1[CH:40]=[CH:39][C:38]([O:41][C:42](Cl)=[S:43])=[CH:37][CH:36]=1. (4) Given the product [CH3:7][O:6][C:4](=[O:5])[CH2:3][C@@H:2]([O:1][Si:14]([C:27]([CH3:30])([CH3:29])[CH3:28])([C:21]1[CH:22]=[CH:23][CH:24]=[CH:25][CH:26]=1)[C:15]1[CH:20]=[CH:19][CH:18]=[CH:17][CH:16]=1)[CH3:8], predict the reactants needed to synthesize it. The reactants are: [OH:1][C@@H:2]([CH3:8])[CH2:3][C:4]([O:6][CH3:7])=[O:5].N1C=CN=C1.[Si:14](Cl)([C:27]([CH3:30])([CH3:29])[CH3:28])([C:21]1[CH:26]=[CH:25][CH:24]=[CH:23][CH:22]=1)[C:15]1[CH:20]=[CH:19][CH:18]=[CH:17][CH:16]=1. (5) Given the product [CH3:19][O:18][C:16]([C:14]1[N:6]2[N:5]=[CH:4][N:3]=[C:2]2[N:1]=[C:11]([CH3:10])[CH:13]=1)=[O:17], predict the reactants needed to synthesize it. The reactants are: [NH2:1][C:2]1[NH:6][N:5]=[C:4](C(O)=O)[N:3]=1.[CH3:10][C:11]([CH2:13][C:14]([C:16]([O:18][CH3:19])=[O:17])=O)=O. (6) Given the product [F:96][C:79]1[CH:80]=[C:81]([CH:84]([CH3:95])[C:85]([O:87][CH2:88][C:89]2[CH:90]=[CH:91][CH:92]=[CH:93][CH:94]=2)=[O:86])[CH:82]=[CH:83][C:78]=1[C:75]1[CH:74]=[CH:73][C:72]([NH:71][C:69](=[O:70])[CH2:68][O:67][C:66]2[CH:97]=[CH:98][C:63]([C:61](=[O:62])[C:60]3[CH:59]=[CH:58][C:57]([O:56][CH2:55][C:54](=[O:101])[NH:53][CH2:52][CH2:51][NH:50][C:2](=[O:3])[CH2:4][CH2:5][CH2:6][CH2:7][C@@H:8]4[C@H:16]5[C@H:11]([NH:12][C:13](=[O:14])[NH:15]5)[CH2:10][S:9]4)=[CH:100][CH:99]=3)=[CH:64][CH:65]=2)=[CH:77][CH:76]=1, predict the reactants needed to synthesize it. The reactants are: O[C:2]([CH2:4][CH2:5][CH2:6][CH2:7][C@H:8]1[C@@H:16]2[C@@H:11]([NH:12][C:13]([NH:15]2)=[O:14])[CH2:10][S:9]1)=[O:3].C(N(C(C)C)CC)(C)C.C1CN([P+](Br)(N2CCCC2)N2CCCC2)CC1.F[P-](F)(F)(F)(F)F.[NH2:50][CH2:51][CH2:52][NH:53][C:54](=[O:101])[CH2:55][O:56][C:57]1[CH:100]=[CH:99][C:60]([C:61]([C:63]2[CH:98]=[CH:97][C:66]([O:67][CH2:68][C:69]([NH:71][C:72]3[CH:77]=[CH:76][C:75]([C:78]4[CH:83]=[CH:82][C:81]([CH:84]([CH3:95])[C:85]([O:87][CH2:88][C:89]5[CH:94]=[CH:93][CH:92]=[CH:91][CH:90]=5)=[O:86])=[CH:80][C:79]=4[F:96])=[CH:74][CH:73]=3)=[O:70])=[CH:65][CH:64]=2)=[O:62])=[CH:59][CH:58]=1. (7) Given the product [ClH:1].[Cl:24][C:18]1[CH:17]=[C:16]([CH:21]=[CH:20][C:19]=1[O:22][CH3:23])[CH2:15][NH:14][C:5]1[C:6]2[C:11](=[CH:10][CH:9]=[C:8]([C:12]#[N:13])[CH:7]=2)[C:2]([N:29]2[CH2:30][CH2:31][CH2:32][C@@H:27]([OH:26])[CH2:28]2)=[N:3][N:4]=1, predict the reactants needed to synthesize it. The reactants are: [Cl:1][C:2]1[C:11]2[C:6](=[CH:7][C:8]([C:12]#[N:13])=[CH:9][CH:10]=2)[C:5]([NH:14][CH2:15][C:16]2[CH:21]=[CH:20][C:19]([O:22][CH3:23])=[C:18]([Cl:24])[CH:17]=2)=[N:4][N:3]=1.Cl.[OH:26][C@@H:27]1[CH2:32][CH2:31][CH2:30][NH:29][CH2:28]1.C(N(C(C)C)CC)(C)C.CN1CCCC1=O.